From a dataset of Catalyst prediction with 721,799 reactions and 888 catalyst types from USPTO. Predict which catalyst facilitates the given reaction. (1) Reactant: [CH2:1]=[C:2]1[O:6][C:4](=[O:5])[CH2:3]1.[F:7][C:8]([F:12])([F:11])[CH2:9][NH2:10]. Product: [O:6]=[C:2]([CH3:1])[CH2:3][C:4]([NH:10][CH2:9][C:8]([F:12])([F:11])[F:7])=[O:5]. The catalyst class is: 11. (2) Reactant: [F:1][C:2]([F:22])([F:21])[C:3]1[C:11]2[CH2:10][CH2:9][CH2:8][CH2:7][C:6]=2[N:5]([C:12]2[CH:20]=[CH:19][C:15]([C:16]([OH:18])=O)=[CH:14][CH:13]=2)[N:4]=1.C(N1C=CN=C1)(N1C=CN=C1)=O.[NH:35]1[CH2:39][CH2:38][CH2:37][CH2:36]1. Product: [N:35]1([C:16]([C:15]2[CH:19]=[CH:20][C:12]([N:5]3[C:6]4[CH2:7][CH2:8][CH2:9][CH2:10][C:11]=4[C:3]([C:2]([F:21])([F:22])[F:1])=[N:4]3)=[CH:13][CH:14]=2)=[O:18])[CH2:39][CH2:38][CH2:37][CH2:36]1. The catalyst class is: 4. (3) Reactant: Cl[C:2]1[C:3]2[CH:10]=[C:9]([CH2:11][C:12]([F:15])([F:14])[F:13])[S:8][C:4]=2[N:5]=[CH:6][N:7]=1.[CH3:16][C:17]1([CH3:28])[S:21][CH:20]([N:22]2[CH2:27][CH2:26][NH:25][CH2:24][CH2:23]2)[N:19]=[CH:18]1.C(N(CC)C(C)C)(C)C. Product: [CH3:16][C:17]1([CH3:28])[S:21][C:20]([N:22]2[CH2:27][CH2:26][N:25]([C:2]3[C:3]4[CH:10]=[C:9]([CH2:11][C:12]([F:15])([F:14])[F:13])[S:8][C:4]=4[N:5]=[CH:6][N:7]=3)[CH2:24][CH2:23]2)=[N:19][CH2:18]1. The catalyst class is: 1. (4) Reactant: [C:1](O)(=[O:3])[CH3:2].[NH2:5][CH2:6][C@@H:7]1[O:11][C:10](=[O:12])[N:9]([C:13]2[CH:18]=[CH:17][C:16]([N:19]3[CH2:24][CH2:23][O:22][CH2:21][CH2:20]3)=[C:15]([F:25])[CH:14]=2)[CH2:8]1.C(OC(=O)C)(=O)C. The catalyst class is: 6. Product: [CH3:2][C:1]([NH:5][CH2:6][C@@H:7]1[O:11][C:10](=[O:12])[N:9]([C:13]2[CH:18]=[CH:17][C:16]([N:19]3[CH2:20][CH2:21][O:22][CH2:23][CH2:24]3)=[C:15]([F:25])[CH:14]=2)[CH2:8]1)=[O:3]. (5) Reactant: [C:1]([O:5][C:6]([NH:8][CH2:9][CH2:10][CH2:11][NH:12][C:13]1[CH:14]=[C:15]([CH:20]=[CH:21][C:22]=1[N+:23]([O-])=O)[C:16]([O:18][CH3:19])=[O:17])=[O:7])([CH3:4])([CH3:3])[CH3:2]. Product: [NH2:23][C:22]1[CH:21]=[CH:20][C:15]([C:16]([O:18][CH3:19])=[O:17])=[CH:14][C:13]=1[NH:12][CH2:11][CH2:10][CH2:9][NH:8][C:6]([O:5][C:1]([CH3:4])([CH3:3])[CH3:2])=[O:7]. The catalyst class is: 78. (6) Reactant: [Cl:1][C:2]1[CH:7]=[C:6]2[NH:8][C:9](=[O:41])[C:10]3([CH:15]([C:16]4[CH:21]=[C:20]([Cl:22])[CH:19]=[CH:18][C:17]=4[O:23][C:24]([C:27](=[O:31])[NH:28][O:29][CH3:30])([CH3:26])[CH3:25])[CH2:14][C:13](=O)[NH:12][CH:11]3[C:33]3[CH:38]=[C:37]([F:39])[CH:36]=[CH:35][C:34]=3[CH3:40])[C:5]2=[CH:4][CH:3]=1.COC1C=CC(P2(SP(C3C=CC(OC)=CC=3)(=S)S2)=[S:51])=CC=1. Product: [Cl:1][C:2]1[CH:7]=[C:6]2[NH:8][C:9](=[O:41])[C:10]3([CH:15]([C:16]4[CH:21]=[C:20]([Cl:22])[CH:19]=[CH:18][C:17]=4[O:23][C:24]([C:27](=[O:31])[NH:28][O:29][CH3:30])([CH3:26])[CH3:25])[CH2:14][C:13](=[S:51])[NH:12][CH:11]3[C:33]3[CH:38]=[C:37]([F:39])[CH:36]=[CH:35][C:34]=3[CH3:40])[C:5]2=[CH:4][CH:3]=1. The catalyst class is: 182. (7) Reactant: [CH3:1][O:2][C:3]1[C:4](=[O:22])[C:5]([C:19](O)=[O:20])=[N:6][N:7]([C:9]2[CH:14]=[CH:13][CH:12]=[C:11]([C:15]([F:18])([F:17])[F:16])[CH:10]=2)[CH:8]=1.[CH3:23][C:24]([C:27]([O:29][CH3:30])=[O:28])([CH3:26])[NH2:25].C1C=CC2N(O)N=NC=2C=1.CCN=C=NCCCN(C)C.C(N(CC)C(C)C)(C)C. Product: [CH3:1][O:2][C:3]1[C:4](=[O:22])[C:5]([C:19]([NH:25][C:24]([CH3:26])([C:27]([O:29][CH3:30])=[O:28])[CH3:23])=[O:20])=[N:6][N:7]([C:9]2[CH:14]=[CH:13][CH:12]=[C:11]([C:15]([F:18])([F:17])[F:16])[CH:10]=2)[CH:8]=1. The catalyst class is: 20. (8) Reactant: Br[C:2]1[CH:10]=[C:6]([C:7]([OH:9])=[O:8])[C:5]([OH:11])=[CH:4][CH:3]=1.[C:12]1(OB(O)O)[CH:17]=[CH:16][CH:15]=[CH:14][CH:13]=1.C(=O)([O-])[O-].[K+].[K+].C(OC(=O)C)C.Cl. Product: [C:12]1([C:2]2[CH:10]=[C:6]([C:7]([OH:9])=[O:8])[C:5]([OH:11])=[CH:4][CH:3]=2)[CH:17]=[CH:16][CH:15]=[CH:14][CH:13]=1. The catalyst class is: 6. (9) Reactant: [NH:1]1[C:9]2[C:4](=[CH:5][CH:6]=[C:7]([CH2:10][C:11]3[CH:12]=[C:13]([CH:18]=[CH:19][CH:20]=3)[C:14]([O:16]C)=[O:15])[CH:8]=2)[CH:3]=[CH:2]1.[H-].[Na+].N#N.[CH3:25][O:26][C:27]1[CH:34]=[CH:33][C:30]([CH2:31]Br)=[CH:29][CH:28]=1. Product: [CH3:25][O:26][C:27]1[CH:34]=[CH:33][C:30]([CH2:31][N:1]2[C:9]3[C:4](=[CH:5][CH:6]=[C:7]([CH2:10][C:11]4[CH:12]=[C:13]([CH:18]=[CH:19][CH:20]=4)[C:14]([OH:16])=[O:15])[CH:8]=3)[CH:3]=[CH:2]2)=[CH:29][CH:28]=1. The catalyst class is: 136. (10) Product: [CH3:1][N:2]1[C:6]([CH2:7][O:8][CH:13]2[CH2:14][CH2:15][CH2:16][CH2:17][O:12]2)=[CH:5][C:4]([N+:9]([O-:11])=[O:10])=[N:3]1. The catalyst class is: 84. Reactant: [CH3:1][N:2]1[C:6]([CH2:7][OH:8])=[CH:5][C:4]([N+:9]([O-:11])=[O:10])=[N:3]1.[O:12]1[CH:17]=[CH:16][CH2:15][CH2:14][CH2:13]1.O.C1(C)C=CC(S(O)(=O)=O)=CC=1.